This data is from Catalyst prediction with 721,799 reactions and 888 catalyst types from USPTO. The task is: Predict which catalyst facilitates the given reaction. (1) Reactant: [NH2:1][CH2:2][CH2:3][NH:4][CH:5]1[CH2:10][CH2:9][N:8]([CH2:11][CH2:12][C@@H:13]([C:25]2[CH:30]=[CH:29][C:28]([Cl:31])=[C:27]([Cl:32])[CH:26]=2)[CH2:14][N:15]([CH3:24])[C:16](=[O:23])[C:17]2[CH:22]=[CH:21][CH:20]=[CH:19][CH:18]=2)[CH2:7][CH2:6]1.[C:33](N1C=CN=C1)(N1C=CN=C1)=[O:34]. Product: [ClH:31].[Cl:32][C:27]1[CH:26]=[C:25]([C@H:13]([CH2:12][CH2:11][N:8]2[CH2:9][CH2:10][CH:5]([N:4]3[CH2:3][CH2:2][NH:1][C:33]3=[O:34])[CH2:6][CH2:7]2)[CH2:14][N:15]([CH3:24])[C:16](=[O:23])[C:17]2[CH:22]=[CH:21][CH:20]=[CH:19][CH:18]=2)[CH:30]=[CH:29][C:28]=1[Cl:31]. The catalyst class is: 452. (2) Reactant: [Br:1][C:2]1[CH:7]=[CH:6][C:5]([C:8]([OH:22])([CH2:19][CH:20]=[CH2:21])[CH2:9][N:10]2[CH:14]=[C:13]([N+:15]([O-:17])=[O:16])[N:12]=[C:11]2Cl)=[CH:4][CH:3]=1.C([O-])([O-])=O.[Cs+].[Cs+]. Product: [CH2:19]([C:8]1([C:5]2[CH:6]=[CH:7][C:2]([Br:1])=[CH:3][CH:4]=2)[O:22][C:11]2=[N:12][C:13]([N+:15]([O-:17])=[O:16])=[CH:14][N:10]2[CH2:9]1)[CH:20]=[CH2:21]. The catalyst class is: 3.